Dataset: Retrosynthesis with 50K atom-mapped reactions and 10 reaction types from USPTO. Task: Predict the reactants needed to synthesize the given product. (1) Given the product O=C(OCc1ccccc1)N1CCC2OC2C1, predict the reactants needed to synthesize it. The reactants are: O=C(OCc1ccccc1)N1CC=CCC1.O=C(OO)c1cccc(Cl)c1. (2) Given the product OCCN(CCO)Cc1ccccc1, predict the reactants needed to synthesize it. The reactants are: BrCc1ccccc1.OCCNCCO. (3) The reactants are: CCCC(Nc1ccc(-n2cc(C(F)(F)F)cn2)cc1)c1ccc(C(=O)O)cc1.CCOC(=O)CCN. Given the product CCCC(Nc1ccc(-n2cc(C(F)(F)F)cn2)cc1)c1ccc(C(=O)NCCC(=O)OCC)cc1, predict the reactants needed to synthesize it. (4) Given the product CCOC(=O)CN1CCN(C(=O)c2ccccc2)CC1, predict the reactants needed to synthesize it. The reactants are: CCOC(=O)CN1CCNCC1.O=C(Cl)c1ccccc1. (5) Given the product Cc1cc(N2CC(C(=O)NCc3ccc(F)c(F)c3Cl)N(C)C2=O)ccn1, predict the reactants needed to synthesize it. The reactants are: CN1C(=O)NCC1C(=O)NCc1ccc(F)c(F)c1Cl.Cc1cc(Br)ccn1. (6) Given the product O=C(c1ccccc1)C(F)CC(N1CCC(O)(c2ccc(Cl)cc2)CC1)N1CCC(O)(c2ccc(Cl)cc2)CC1, predict the reactants needed to synthesize it. The reactants are: O=C(c1ccccc1)C(F)CC(F)N1CCC(O)(c2ccc(Cl)cc2)CC1.OC1(c2ccc(Cl)cc2)CCNCC1.